Dataset: Full USPTO retrosynthesis dataset with 1.9M reactions from patents (1976-2016). Task: Predict the reactants needed to synthesize the given product. (1) Given the product [CH2:17]([O:19][C:20](=[O:35])[C:21]1[CH:26]=[C:25]([C:27]([F:30])([F:29])[F:28])[CH:24]=[C:23]([Cl:33])[C:22]=1[NH2:34])[CH3:18], predict the reactants needed to synthesize it. The reactants are: C(OC(=O)C1C=C(C(F)(F)F)C=CC=1N)C.[CH2:17]([O:19][C:20](=[O:35])[C:21]1[CH:26]=[C:25]([C:27]([F:30])([F:29])[F:28])[C:24](C=O)=[C:23]([Cl:33])[C:22]=1[NH2:34])[CH3:18]. (2) Given the product [CH3:16][S:17]([O:8][CH2:7][CH:4]1[CH2:5][CH2:6][O:1][CH2:2][CH2:3]1)(=[O:19])=[O:18], predict the reactants needed to synthesize it. The reactants are: [O:1]1[CH2:6][CH2:5][CH:4]([CH2:7][OH:8])[CH2:3][CH2:2]1.C(N(CC)CC)C.[CH3:16][S:17](Cl)(=[O:19])=[O:18]. (3) Given the product [CH3:36][C:13]1[CH:14]=[C:15]([C:17]2[O:18][C:19]3[N:20]=[C:21]([O:29][CH2:30][CH2:31][C:32]([F:35])([F:34])[F:33])[N:22]=[C:23]([CH2:26][CH2:27][CH3:28])[C:24]=3[N:25]=2)[CH:16]=[C:2]([CH3:1])[C:3]=1[O:4][CH2:5][C:6]([OH:8])=[O:7], predict the reactants needed to synthesize it. The reactants are: [CH3:1][C:2]1[CH:16]=[C:15]([C:17]2[O:18][C:19]3[N:20]=[C:21]([O:29][CH2:30][CH2:31][C:32]([F:35])([F:34])[F:33])[N:22]=[C:23]([CH2:26][CH2:27][CH3:28])[C:24]=3[N:25]=2)[CH:14]=[C:13]([CH3:36])[C:3]=1[O:4][CH2:5][C:6]([O:8]C(C)(C)C)=[O:7].FC(F)(F)C(O)=O. (4) Given the product [NH2:7][C@H:8]1[CH2:9][CH2:10][C@H:11]([CH2:14][NH:15][C:16]2[C:21]([N+:22]([O-:24])=[O:23])=[CH:20][N:19]=[C:18]([NH:34][CH2:33][CH:27]3[CH2:32][CH2:31][CH2:30][CH2:29][CH2:28]3)[N:17]=2)[CH2:12][CH2:13]1, predict the reactants needed to synthesize it. The reactants are: C(OC(=O)[NH:7][CH:8]1[CH2:13][CH2:12][CH:11]([CH2:14][NH:15][C:16]2[C:21]([N+:22]([O-:24])=[O:23])=[CH:20][N:19]=[C:18](Cl)[N:17]=2)[CH2:10][CH2:9]1)(C)(C)C.[CH:27]1([CH2:33][NH2:34])[CH2:32][CH2:31][CH2:30][CH2:29][CH2:28]1. (5) The reactants are: C(=O)([O-])[O-].[K+].[K+].I[CH2:8][CH3:9].[OH:10][C:11]1[CH:19]=[C:18]([I:20])[CH:17]=[CH:16][C:12]=1[C:13]([OH:15])=[O:14].[CH2:21](OCC)[CH3:22]. Given the product [CH2:21]([O:10][C:11]1[CH:19]=[C:18]([I:20])[CH:17]=[CH:16][C:12]=1[C:13]([O:15][CH2:8][CH3:9])=[O:14])[CH3:22], predict the reactants needed to synthesize it. (6) The reactants are: C[O:2][C:3]([C:5]1[CH:10]=[CH:9][C:8]([CH:11]2[CH2:13][CH2:12]2)=[C:7]([C:14]2[CH:19]=[CH:18][CH:17]=[C:16]([Cl:20])[CH:15]=2)[N:6]=1)=[O:4].[OH-].[Na+].Cl. Given the product [Cl:20][C:16]1[CH:15]=[C:14]([C:7]2[N:6]=[C:5]([C:3]([OH:4])=[O:2])[CH:10]=[CH:9][C:8]=2[CH:11]2[CH2:12][CH2:13]2)[CH:19]=[CH:18][CH:17]=1, predict the reactants needed to synthesize it. (7) Given the product [F:3][CH2:4][C:5]1([CH2:27][F:28])[CH:10]=[C:9]([C:29]([OH:32])=[O:31])[C:8]2[CH:19]=[C:20]([C:23]([F:24])([F:25])[F:26])[CH:21]=[CH:22][C:7]=2[O:6]1, predict the reactants needed to synthesize it. The reactants are: [C]=O.[F:3][CH2:4][C:5]1([CH2:27][F:28])[CH:10]=[C:9](OS(C(F)(F)F)(=O)=O)[C:8]2[CH:19]=[C:20]([C:23]([F:26])([F:25])[F:24])[CH:21]=[CH:22][C:7]=2[O:6]1.[C:29]([O-:32])(=[O:31])C.[K+].[Cl-].[Li+].[OH-].[Na+].Cl.